Dataset: Full USPTO retrosynthesis dataset with 1.9M reactions from patents (1976-2016). Task: Predict the reactants needed to synthesize the given product. (1) Given the product [Cl:29][C:23]1[CH:24]=[CH:25][CH:26]=[C:27]([Cl:28])[C:22]=1[C:21]1[C:15]2[O:14][CH:13]([CH2:12][NH:32][CH3:31])[CH2:17][C:16]=2[CH:18]=[C:19]([CH3:30])[CH:20]=1, predict the reactants needed to synthesize it. The reactants are: CC1C=CC(S(O[CH2:12][CH:13]2[CH2:17][C:16]3[CH:18]=[C:19]([CH3:30])[CH:20]=[C:21]([C:22]4[C:27]([Cl:28])=[CH:26][CH:25]=[CH:24][C:23]=4[Cl:29])[C:15]=3[O:14]2)(=O)=O)=CC=1.[CH3:31][NH2:32]. (2) Given the product [O:31]=[C:27]1[CH2:26][C:25]2[C:29](=[CH:30][C:22]([C:20]([C:19]3[CH:18]=[C:17]([NH:16][C:9]([C:3]4[C:4]([CH3:8])=[N:5][N:6]([CH3:7])[C:2]=4[Cl:1])=[O:11])[CH:34]=[CH:33][CH:32]=3)=[O:21])=[CH:23][CH:24]=2)[NH:28]1, predict the reactants needed to synthesize it. The reactants are: [Cl:1][C:2]1[N:6]([CH3:7])[N:5]=[C:4]([CH3:8])[C:3]=1[C:9]([OH:11])=O.S(Cl)(Cl)=O.[NH2:16][C:17]1[CH:18]=[C:19]([CH:32]=[CH:33][CH:34]=1)[C:20]([C:22]1[CH:30]=[C:29]2[C:25]([CH2:26][C:27](=[O:31])[NH:28]2)=[CH:24][CH:23]=1)=[O:21]. (3) Given the product [NH2:24][C:21]1[CH:20]=[CH:19][C:18]([C:16]([C:10]2[CH:9]=[C:8]([C:4]3[CH:5]=[CH:6][CH:7]=[C:2]([Cl:1])[CH:3]=3)[C:13]([O:14][CH3:15])=[CH:12][CH:11]=2)=[O:17])=[CH:23][CH:22]=1, predict the reactants needed to synthesize it. The reactants are: [Cl:1][C:2]1[CH:3]=[C:4]([C:8]2[C:13]([O:14][CH3:15])=[CH:12][CH:11]=[C:10]([C:16]([C:18]3[CH:23]=[CH:22][C:21]([N+:24]([O-])=O)=[CH:20][CH:19]=3)=[O:17])[CH:9]=2)[CH:5]=[CH:6][CH:7]=1.[NH4+].[Cl-].O. (4) The reactants are: [NH2:1][C:2]1[C:7]([CH3:9])([CH3:8])[S:6](=[O:11])(=[O:10])[CH2:5][C:4]([C:13]2[CH:18]=[C:17]([N+:19]([O-:21])=[O:20])[CH:16]=[CH:15][C:14]=2[F:22])([CH3:12])[N:3]=1.[C:23](O[C:23]([O:25][C:26]([CH3:29])([CH3:28])[CH3:27])=[O:24])([O:25][C:26]([CH3:29])([CH3:28])[CH3:27])=[O:24].C([O-])(O)=O.[Na+]. Given the product [F:22][C:14]1[CH:15]=[CH:16][C:17]([N+:19]([O-:21])=[O:20])=[CH:18][C:13]=1[C:4]1([CH3:12])[CH2:5][S:6](=[O:10])(=[O:11])[C:7]([CH3:9])([CH3:8])[C:2]([NH:1][C:23](=[O:24])[O:25][C:26]([CH3:29])([CH3:28])[CH3:27])=[N:3]1, predict the reactants needed to synthesize it. (5) The reactants are: C[CH2:2][N:3](CC)CC.[C:8]([O:12][C:13]([N:15]1[CH2:20][CH2:19][CH:18]([CH2:21][CH2:22][C:23](=O)[CH2:24][C:25]2[CH:30]=[CH:29][N:28]=[CH:27][CH:26]=2)[CH2:17][CH2:16]1)=[O:14])([CH3:11])([CH3:10])[CH3:9].Cl.CN.[BH4-].[Na+]. Given the product [C:8]([O:12][C:13]([N:15]1[CH2:20][CH2:19][CH:18]([CH2:21][CH2:22][CH:23]([NH:3][CH3:2])[CH2:24][C:25]2[CH:30]=[CH:29][N:28]=[CH:27][CH:26]=2)[CH2:17][CH2:16]1)=[O:14])([CH3:11])([CH3:10])[CH3:9], predict the reactants needed to synthesize it. (6) Given the product [OH:43][C:26]([CH3:42])([CH3:25])[CH2:27][N:28]1[CH:32]=[C:31]([C:2]2[CH:3]=[CH:4][C:5]3[C:11]4[N:12]=[C:13]([N:15]5[C:19]([CH3:21])([CH3:20])[CH2:18][N:17]([CH3:22])[C:16]5=[O:23])[S:14][C:10]=4[CH2:9][CH2:8][O:7][C:6]=3[CH:24]=2)[CH:30]=[N:29]1, predict the reactants needed to synthesize it. The reactants are: Br[C:2]1[CH:3]=[CH:4][C:5]2[C:11]3[N:12]=[C:13]([N:15]4[C:19]([CH3:21])([CH3:20])[CH2:18][N:17]([CH3:22])[C:16]4=[O:23])[S:14][C:10]=3[CH2:9][CH2:8][O:7][C:6]=2[CH:24]=1.[CH3:25][C:26]([OH:43])([CH3:42])[CH2:27][N:28]1[CH:32]=[C:31](B2OC(C)(C)C(C)(C)O2)[CH:30]=[N:29]1. (7) Given the product [CH3:11][CH:12]1[CH:17]([S:8]([C:2]2[CH:7]=[CH:6][CH:5]=[CH:4][CH:3]=2)(=[O:10])=[O:9])[CH2:16][CH2:15][CH2:14][C:13]1=[O:18], predict the reactants needed to synthesize it. The reactants are: [Na].[C:2]1([S:8]([OH:10])=[O:9])[CH:7]=[CH:6][CH:5]=[CH:4][CH:3]=1.[CH3:11][C:12]1[C:13](=[O:18])[CH2:14][CH2:15][CH2:16][CH:17]=1.Cl.